Regression. Given a peptide amino acid sequence and an MHC pseudo amino acid sequence, predict their binding affinity value. This is MHC class II binding data. From a dataset of Peptide-MHC class II binding affinity with 134,281 pairs from IEDB. (1) The MHC is DRB4_0101 with pseudo-sequence DRB4_0103. The binding affinity (normalized) is 0.216. The peptide sequence is MKDFDEPGHLAPTGM. (2) The peptide sequence is IAFFRKEPLKECGGI. The MHC is DRB1_0301 with pseudo-sequence DRB1_0301. The binding affinity (normalized) is 0.280.